This data is from Forward reaction prediction with 1.9M reactions from USPTO patents (1976-2016). The task is: Predict the product of the given reaction. Given the reactants [H-].[Na+].[CH3:3][O:4][CH:5]([O:16][CH3:17])[C:6]1[CH:11]=[CH:10][N:9]=[C:8](S(C)(=O)=O)[N:7]=1.[CH3:18][O:19][CH2:20][CH2:21][OH:22], predict the reaction product. The product is: [CH3:3][O:4][CH:5]([O:16][CH3:17])[C:6]1[CH:11]=[CH:10][N:9]=[C:8]([O:22][CH2:21][CH2:20][O:19][CH3:18])[N:7]=1.